From a dataset of Experimentally validated miRNA-target interactions with 360,000+ pairs, plus equal number of negative samples. Binary Classification. Given a miRNA mature sequence and a target amino acid sequence, predict their likelihood of interaction. (1) The miRNA is hsa-miR-29c-5p with sequence UGACCGAUUUCUCCUGGUGUUC. The protein sequence of the target gene is MGETEGKKDEADYKRLQTFPLVRHSDMPEEMRVETMELCVTACEKFSNNNESAAKMIKETMDKKFGSSWHVVIGEGFGFEITHEVKNLLYLYFGGTLAVCVWKCS. Result: 0 (no interaction). (2) The protein sequence of the target gene is MWLPRVSSTAVTALLLAQTFLLLFLVSRPGPSSPAGGEARVHVLVLSSWRSGSSFVGQLFNQHPDVFYLMEPAWHVWTTLSQGSAATLHMAVRDLVRSVFLCDMDVFDAYLPWRRNLSDLFQWAVSRALCSPPACSAFPRGAISSEAVCKPLCARQSFTLAREACRSYSHVVLKEVRFFNLQVLYPLLSDPALNLRIVHLVRDPRAVLRSREQTAKALARDNGIVLGTNGTWVEADPGLRVVREVCRSHVRIAEAATLKPPPFLRGRYRLVRFEDLAREPLAEIRALYAFTGLSLTPQLE.... The miRNA is hsa-miR-4647 with sequence GAAGAUGGUGCUGUGCUGAGGAA. Result: 1 (interaction). (3) The miRNA is mmu-miR-741-3p with sequence UGAGAGAUGCCAUUCUAUGUAGA. The protein sequence of the target gene is MSENSSDSDSSCGWTVISHEGSDIEMLNSVTPTDSCEPAPECSSLEQEELQALQIEQGESSQNGTVLMEETAYPALEETSSTIEAEEQKIPEDSIYIGTASDDSDIVTLEPPKLEEIGNQEVVIVEEAQSSEDFNMGSSSSSQYTFCQPETVFSSQPSDDESSSDETSNQPSPAFRRRRARKKTVSASESEDRLVAEQETEPSKELSKRQFSSGLNKCVILALVIAISMGFGHFYGTIQIQKRQQLVRKIHEDELNDMKDYLSQCQQEQESFIDYKSLKENLARCWTLTEAEKMSFETQK.... Result: 0 (no interaction). (4) The miRNA is hsa-miR-3646 with sequence AAAAUGAAAUGAGCCCAGCCCA. The protein sequence of the target gene is MPKFKQRRRKLKAKAERLFKKKEASHFQSKLITPPPPPPSPERVGISSIDISQSRSWLTSSWNFNFPNIRDAIKLWTNRVWSIYSWCQNCITQSLEVLKDTIFPSRICHRELYSVKQQFCILESKLCKLQEALKTISESSSCPSCGQTCHMSGKLTNVPACVLITPGDSKAVLPPTLPQPASHFPPPPPPPPLPPPPPPLAPVLLRKPSLAKALQAGPLKKDGPMQITVKDLLTVKLKKTQSLDEKRKLIPSPKARNPLVTVSDLQHVTLKPNSKVLSTRVTNVLITPGKSQMDLRKLLR.... Result: 0 (no interaction). (5) The miRNA is hsa-miR-4741 with sequence CGGGCUGUCCGGAGGGGUCGGCU. The protein sequence of the target gene is MPELAVQKVVVHPLVLLSVVDHFNRIGKVGNQKRVVGVLLGSWQKKVLDVSNSFAVPFDEDDKDDSVWFLDHDYLENMYGMFKKVNARERIVGWYHTGPKLHKNDIAINELMKRYCPNSVLVIIDVKPKDLGLPTEAYISVEEVHDDGTPTSKTFEHVTSEIGAEEAEEVGVEHLLRDIKDTTVGTLSQRITNQVHGLKGLNSKLLDIRSYLEKVATGKLPINHQIIYQLQDVFNLLPDVSLQEFVKAFYLKTNDQMVVVYLASLIRSVVALHNLINNKIANRDAEKKEGQEKEESKKDR.... Result: 0 (no interaction). (6) The miRNA is hsa-miR-29c-3p with sequence UAGCACCAUUUGAAAUCGGUUA. The protein sequence of the target gene is MPRDNMASLIQRIARQACLTFRGSGGGRGASDRDAASGPEAPMQPGFPENLSKLKSLLTQLRAEDLNIAPRKATLQPLPPNLPPVTYMHIYETDGFSLGVFLLKSGTSIPLHDHPGMHGMLKVLYGTVRISCMDKLDAGGGQRPRALPPEQQFEPPLQPREREAVRPGVLRSRAEYTEASGPCILTPHRDNLHQIDAVEGPAAFLDILAPPYDPDDGRDCHYYRVLEPVRPKEASSSACDLPREVWLLETPQADDFWCEGEPYPGPKVFP. Result: 1 (interaction). (7) The miRNA is hsa-miR-2681-3p with sequence UAUCAUGGAGUUGGUAAAGCAC. The protein sequence of the target gene is MGNGVKEGPVRLHEDAEAVLSSSVSSKRDHRQVLSSLLSGALAGALAKTAVAPLDRTKIIFQVSSKRFSAKEAFRVLYYTYLNEGFLSLWRGNSATMVRVVPYAAIQFSAHEEYKRILGSYYGFRGEALPPWPRLFAGALAGTTAASLTYPLDLVRARMAVTPKEMYSNIFHVFIRISREEGLKTLYHGFMPTVLGVIPYAGLSFFTYETLKSLHREYSGRRQPYPFERMIFGACAGLIGQSASYPLDVVRRRMQTAGVTGYPRASIARTLRTIVREEGAVRGLYKGLSMNWVKGPIAVG.... Result: 1 (interaction). (8) Result: 1 (interaction). The miRNA is hsa-miR-206 with sequence UGGAAUGUAAGGAAGUGUGUGG. The protein sequence of the target gene is MSISALGGRTKGKPLPPGEEERNNVLKQMKVRTTLKGDKSWITKQDESEGRTIELPSGRSRATSFSSAGEVPKPRPPSTRAPTGYIIRGVFTKPIDSSSQPQQQFPKANGTPKSAASLVRTANAGPPRPSSSGYKMTTEDYKKLAPYNIRRSSTSGDTEEEEEEEVVPFSSDEQKRRSEAASGVLRRTAPREHSYVLSAAKKSTGPTQETQAPFIAKRVEVVEEDGPSEKSQDPPALARSTPGSNSADGGRTKASRAIWIECLPSMPSPAGSQELSSRGEEIVRLQILTPRAGLRLVAPD....